Task: Predict the reactants needed to synthesize the given product.. Dataset: Full USPTO retrosynthesis dataset with 1.9M reactions from patents (1976-2016) (1) Given the product [CH3:23][Si:24]([CH3:27])([CH:18]1[C:16]2[C:11](=[CH:12][CH:13]=[CH:14][CH:15]=2)[CH:17]=[C:19]1[CH3:20])[CH:3]1[C:4]2[C:9](=[CH:8][CH:7]=[CH:6][CH:5]=2)[CH:10]=[C:2]1[CH3:1], predict the reactants needed to synthesize it. The reactants are: [CH3:1][C:2]1[CH2:3][C:4]2[C:9]([CH:10]=1)=[CH:8][CH:7]=[CH:6][CH:5]=2.[C:11]1([CH3:17])[CH:16]=[CH:15][CH:14]=[CH:13][CH:12]=1.[CH2:18]([Li])[CH2:19][CH2:20]C.[CH3:23][Si:24]([CH3:27])(Cl)Cl. (2) Given the product [C:1]([C:5]1[N:10]=[C:9]([N:11]2[CH2:16][CH2:15][N:14]([CH2:17][CH2:18][CH2:19][CH2:20][NH:21][C:31]([N:49]3[CH2:50][CH2:51][N:46]([C:43]4[CH:42]=[CH:41][C:40]([O:39][CH3:38])=[CH:45][CH:44]=4)[CH2:47][CH2:48]3)=[O:32])[CH2:13][CH2:12]2)[CH:8]=[C:7]([C:22]([F:24])([F:25])[F:23])[N:6]=1)([CH3:4])([CH3:2])[CH3:3], predict the reactants needed to synthesize it. The reactants are: [C:1]([C:5]1[N:10]=[C:9]([N:11]2[CH2:16][CH2:15][N:14]([CH2:17][CH2:18][CH2:19][CH2:20][NH2:21])[CH2:13][CH2:12]2)[CH:8]=[C:7]([C:22]([F:25])([F:24])[F:23])[N:6]=1)([CH3:4])([CH3:3])[CH3:2].C1N=CN([C:31](N2C=NC=C2)=[O:32])C=1.[CH3:38][O:39][C:40]1[CH:45]=[CH:44][C:43]([N:46]2[CH2:51][CH2:50][NH:49][CH2:48][CH2:47]2)=[CH:42][CH:41]=1. (3) Given the product [C:1]([C:5]1[CH:6]=[C:7]([NH:24][C:25]([NH:27][C@@H:28]2[C:37]3[C:32](=[CH:33][CH:34]=[CH:35][CH:36]=3)[C@H:31]([O:38][C:39]3[CH:40]=[CH:41][C:42]4[N:43]([C:45]([C@@H:48]5[CH2:52][CH2:51][CH2:50][N:49]5[CH3:53])=[N:46][N:47]=4)[CH:44]=3)[CH2:30][CH2:29]2)=[O:26])[N:8]([C:10]2[CH:15]=[CH:14][C:13]([OH:16])=[CH:12][CH:11]=2)[N:9]=1)([CH3:4])([CH3:2])[CH3:3], predict the reactants needed to synthesize it. The reactants are: [C:1]([C:5]1[CH:6]=[C:7]([NH:24][C:25]([NH:27][C@@H:28]2[C:37]3[C:32](=[CH:33][CH:34]=[CH:35][CH:36]=3)[C@H:31]([O:38][C:39]3[CH:40]=[CH:41][C:42]4[N:43]([C:45]([C@@H:48]5[CH2:52][CH2:51][CH2:50][N:49]5[CH3:53])=[N:46][N:47]=4)[CH:44]=3)[CH2:30][CH2:29]2)=[O:26])[N:8]([C:10]2[CH:15]=[CH:14][C:13]([O:16][Si](C(C)(C)C)(C)C)=[CH:12][CH:11]=2)[N:9]=1)([CH3:4])([CH3:3])[CH3:2].CCCC[N+](CCCC)(CCCC)CCCC.[F-]. (4) Given the product [NH2:5][C:4]1[C:3]2[CH:6]=[CH:7][CH:8]=[CH:9][C:2]=2[S:12][C:11]=1[C:10]([O:14][CH3:15])=[O:13], predict the reactants needed to synthesize it. The reactants are: Cl[C:2]1[CH:9]=[CH:8][CH:7]=[CH:6][C:3]=1[C:4]#[N:5].[C:10]([O:14][CH3:15])(=[O:13])[CH2:11][SH:12].C(=O)([O-])[O-].[K+].[K+].CN(C)C=O. (5) The reactants are: [H-].[Na+].[CH2:3](Br)[C:4]1[CH:9]=[CH:8][CH:7]=[CH:6][CH:5]=1.[Cl-].[NH4+:12].[O:13]1C[CH2:16][CH2:15][CH2:14]1. Given the product [CH2:3]([O:13][CH2:14][CH2:15][C:16]#[N:12])[C:4]1[CH:9]=[CH:8][CH:7]=[CH:6][CH:5]=1, predict the reactants needed to synthesize it. (6) Given the product [Cl:21][C:22]1[CH:23]=[C:24]2[C:28](=[CH:29][CH:30]=1)[NH:27][CH:26]=[C:25]2[CH2:31][CH2:32][NH:33][C:12]([C:9]1[N:8]=[C:7]([CH2:6][C:5]2[CH:15]=[CH:16][CH:17]=[C:3]([C:2]([F:1])([F:19])[F:18])[CH:4]=2)[O:11][N:10]=1)=[O:14], predict the reactants needed to synthesize it. The reactants are: [F:1][C:2]([F:19])([F:18])[C:3]1[CH:4]=[C:5]([CH:15]=[CH:16][CH:17]=1)[CH2:6][C:7]1[O:11][N:10]=[C:9]([C:12]([O-:14])=O)[N:8]=1.Cl.[Cl:21][C:22]1[CH:23]=[C:24]2[C:28](=[CH:29][CH:30]=1)[NH:27][CH:26]=[C:25]2[CH2:31][CH2:32][NH2:33].CN(C(ON1N=NC2C=CC=NC1=2)=[N+](C)C)C.F[P-](F)(F)(F)(F)F.C(N(CC)C(C)C)(C)C. (7) The reactants are: [N:1]1([C:7]2[N:12]=[CH:11][NH:10][C:9](=[O:13])[CH:8]=2)[CH2:6][CH2:5][NH:4][CH2:3][CH2:2]1.[N+:14]([C:17]1[CH:24]=[CH:23][CH:22]=[CH:21][C:18]=1[CH:19]=O)([O-:16])=[O:15]. Given the product [N+:14]([C:17]1[CH:24]=[CH:23][CH:22]=[CH:21][C:18]=1[CH2:19][N:4]1[CH2:5][CH2:6][N:1]([C:7]2[N:12]=[CH:11][NH:10][C:9](=[O:13])[CH:8]=2)[CH2:2][CH2:3]1)([O-:16])=[O:15], predict the reactants needed to synthesize it. (8) Given the product [Cl:21][C:14]1[C:15]([F:20])=[CH:16][CH:17]=[C:18]([Cl:19])[C:13]=1[CH:11]([C:10]1[C:4]2[C:5](=[N:6][CH:7]=[C:2]([C:32]3[CH2:33][CH2:34][NH:29][CH2:30][CH:31]=3)[CH:3]=2)[NH:8][CH:9]=1)[CH3:12], predict the reactants needed to synthesize it. The reactants are: Br[C:2]1[CH:3]=[C:4]2[C:10]([CH:11]([C:13]3[C:18]([Cl:19])=[CH:17][CH:16]=[C:15]([F:20])[C:14]=3[Cl:21])[CH3:12])=[CH:9][NH:8][C:5]2=[N:6][CH:7]=1.C(OC([N:29]1[CH2:34][CH:33]=[C:32](B2OC(C)(C)C(C)(C)O2)[CH2:31][CH2:30]1)=O)(C)(C)C.C(=O)([O-])[O-].[K+].[K+]. (9) Given the product [OH:29][C:26]1[CH:27]=[CH:28][C:23]([NH:22][C:2]2[C:11]3[C:6](=[CH:7][CH:8]=[C:9]4[S:14](=[O:16])(=[O:15])[CH2:13][CH2:12][C:10]4=3)[N:5]=[CH:4][C:3]=2[C:17]([O:19][CH2:20][CH3:21])=[O:18])=[CH:24][CH:25]=1, predict the reactants needed to synthesize it. The reactants are: Cl[C:2]1[C:11]2[C:6](=[CH:7][CH:8]=[C:9]3[S:14](=[O:16])(=[O:15])[CH2:13][CH2:12][C:10]3=2)[N:5]=[CH:4][C:3]=1[C:17]([O:19][CH2:20][CH3:21])=[O:18].[NH2:22][C:23]1[CH:28]=[CH:27][C:26]([OH:29])=[CH:25][CH:24]=1. (10) Given the product [O:1]=[C:2]1[NH:7][C:6]([CH2:8][CH2:9][C:10]([O:12][C:13]([CH3:16])([CH3:15])[CH3:14])=[O:11])=[N:5][C:4]2[NH:17][CH2:18][CH2:19][CH2:20][C:3]1=2, predict the reactants needed to synthesize it. The reactants are: [O:1]=[C:2]1[NH:7][C:6]([CH2:8][CH2:9][C:10]([O:12][C:13]([CH3:16])([CH3:15])[CH3:14])=[O:11])=[N:5][C:4]2[N:17]=[CH:18][CH:19]=[CH:20][C:3]1=2.